Dataset: Forward reaction prediction with 1.9M reactions from USPTO patents (1976-2016). Task: Predict the product of the given reaction. (1) The product is: [Cl:1][C:2]1[C:3]([N:20]2[CH2:21][CH2:22][CH:23]([C:26](=[O:28])[NH:41][S:38]([CH2:37][C:31]3[CH:32]=[CH:33][C:34]([F:36])=[CH:35][C:30]=3[F:29])(=[O:39])=[O:40])[CH2:24][CH2:25]2)=[N:4][C:5]([CH2:13][N:14]2[CH2:18][CH2:17][CH2:16][C:15]2=[O:19])=[C:6]([CH:7]=1)[C:8]([O:10][CH2:11][CH3:12])=[O:9]. Given the reactants [Cl:1][C:2]1[C:3]([N:20]2[CH2:25][CH2:24][CH:23]([C:26]([OH:28])=O)[CH2:22][CH2:21]2)=[N:4][C:5]([CH2:13][N:14]2[CH2:18][CH2:17][CH2:16][C:15]2=[O:19])=[C:6]([C:8]([O:10][CH2:11][CH3:12])=[O:9])[CH:7]=1.[F:29][C:30]1[CH:35]=[C:34]([F:36])[CH:33]=[CH:32][C:31]=1[CH2:37][S:38]([NH2:41])(=[O:40])=[O:39], predict the reaction product. (2) Given the reactants [I:1][C:2]1[CH:7]=[N:6][NH:5][C:4](=[O:8])[CH:3]=1.C1(C)C=CC(S(O)(=O)=O)=CC=1.[O:20]1[CH:25]=[CH:24][CH2:23][CH2:22][CH2:21]1, predict the reaction product. The product is: [I:1][C:2]1[CH:7]=[N:6][N:5]([CH:21]2[CH2:22][CH2:23][CH2:24][CH2:25][O:20]2)[C:4](=[O:8])[CH:3]=1. (3) Given the reactants [OH-].[Na+].[Br:3][C:4]1[C:5]([N+]([O-])=O)=[CH:6][C:7]([CH3:11])=[N+:8]([O-:10])[CH:9]=1.[CH:15]1([CH2:18][OH:19])[CH2:17][CH2:16]1, predict the reaction product. The product is: [Br:3][C:4]1[C:5]([O:19][CH2:18][CH:15]2[CH2:17][CH2:16]2)=[CH:6][C:7]([CH3:11])=[N+:8]([O-:10])[CH:9]=1. (4) Given the reactants Cl.[NH2:2][C@@H:3]([CH:33]1[CH2:38][CH2:37][CH2:36][CH2:35][CH2:34]1)[C:4]([N:6]1[CH2:11][CH2:10][CH:9]([N:12]2[N:21]=[C:20]([C:22]3[CH:27]=[CH:26][C:25]([O:28][CH3:29])=[C:24]([O:30][CH3:31])[CH:23]=3)[C@@H:19]3[C@@H:14]([CH2:15][CH2:16][CH2:17][CH2:18]3)[C:13]2=[O:32])[CH2:8][CH2:7]1)=[O:5].[CH:39]1([CH2:42][O:43][C:44]2[CH:52]=[CH:51][C:47]3[O:48][CH2:49][O:50][C:46]=3[C:45]=2[C:53]2[C:54]3[NH:61][CH:60]=[C:59]([C:62](N4C=CN=C4)=[O:63])[C:55]=3[N:56]=[CH:57][N:58]=2)[CH2:41][CH2:40]1.CCN(C(C)C)C(C)C, predict the reaction product. The product is: [CH:33]1([C@H:3]([NH:2][C:62]([C:59]2[C:55]3[N:56]=[CH:57][N:58]=[C:53]([C:45]4[C:46]5[O:50][CH2:49][O:48][C:47]=5[CH:51]=[CH:52][C:44]=4[O:43][CH2:42][CH:39]4[CH2:41][CH2:40]4)[C:54]=3[NH:61][CH:60]=2)=[O:63])[C:4]([N:6]2[CH2:11][CH2:10][CH:9]([N:12]3[N:21]=[C:20]([C:22]4[CH:27]=[CH:26][C:25]([O:28][CH3:29])=[C:24]([O:30][CH3:31])[CH:23]=4)[C@@H:19]4[C@@H:14]([CH2:15][CH2:16][CH2:17][CH2:18]4)[C:13]3=[O:32])[CH2:8][CH2:7]2)=[O:5])[CH2:38][CH2:37][CH2:36][CH2:35][CH2:34]1.